Dataset: Catalyst prediction with 721,799 reactions and 888 catalyst types from USPTO. Task: Predict which catalyst facilitates the given reaction. (1) Reactant: [F:1][C:2]1[CH:7]=[CH:6][C:5]([S:8]([CH2:11][C:12]2[CH:21]=[CH:20][C:15]([C:16]([O:18][CH3:19])=[O:17])=[CH:14][CH:13]=2)(=O)=O)=[CH:4][CH:3]=1.[H-].[Na+].[CH2:24](Br)[CH:25]=[CH:26][C:27]1[CH:32]=[CH:31][CH:30]=[CH:29][CH:28]=1. Product: [F:1][C:2]1[CH:7]=[CH:6][C:5]([S:8][CH:11]([C:12]2[CH:21]=[CH:20][C:15]([C:16]([O:18][CH3:19])=[O:17])=[CH:14][CH:13]=2)[CH2:24]/[CH:25]=[CH:26]/[C:27]2[CH:32]=[CH:31][CH:30]=[CH:29][CH:28]=2)=[CH:4][CH:3]=1. The catalyst class is: 198. (2) Reactant: C([N:4]1[CH2:16][C:14]2=[C:15]3[C:10](=[CH:11][CH:12]=[CH:13]2)[C:9]2[CH2:17][CH2:18][CH2:19][CH2:20][CH2:21][CH2:22][C:8]=2[N:7]3[CH2:6][CH2:5]1)(=O)C.Cl. Product: [CH2:6]1[N:7]2[C:15]3[C:10]([C:9]4[CH2:17][CH2:18][CH2:19][CH2:20][CH2:21][CH2:22][C:8]=42)=[CH:11][CH:12]=[CH:13][C:14]=3[CH2:16][NH:4][CH2:5]1. The catalyst class is: 273. (3) Reactant: [C:1]([C:3]1[CH:4]=[C:5]([CH2:15][N:16]2[C:20]([CH3:21])=[CH:19][C:18]([C:22]([NH:24][CH2:25][CH:26]3[CH2:31][CH2:30][N:29](C(OC(C)(C)C)=O)[CH2:28][CH2:27]3)=[O:23])=[N:17]2)[C:6]2[O:10][C:9]([CH:11]([CH3:13])[CH3:12])=[CH:8][C:7]=2[CH:14]=1)#[N:2].[ClH:39]. Product: [ClH:39].[C:1]([C:3]1[CH:4]=[C:5]([CH2:15][N:16]2[C:20]([CH3:21])=[CH:19][C:18]([C:22]([NH:24][CH2:25][CH:26]3[CH2:27][CH2:28][NH:29][CH2:30][CH2:31]3)=[O:23])=[N:17]2)[C:6]2[O:10][C:9]([CH:11]([CH3:12])[CH3:13])=[CH:8][C:7]=2[CH:14]=1)#[N:2]. The catalyst class is: 12. (4) Reactant: O.[OH-].[Li+].C([O:6][C:7]([C:9]1[CH:14]=[CH:13][C:12]([O:15][CH2:16][C:17]2[N:18]([CH3:29])[N:19]=[N:20][C:21]=2[C:22]2[CH:27]=[CH:26][C:25]([F:28])=[CH:24][N:23]=2)=[CH:11][N:10]=1)=[O:8])C. Product: [F:28][C:25]1[CH:26]=[CH:27][C:22]([C:21]2[N:20]=[N:19][N:18]([CH3:29])[C:17]=2[CH2:16][O:15][C:12]2[CH:13]=[CH:14][C:9]([C:7]([OH:8])=[O:6])=[N:10][CH:11]=2)=[N:23][CH:24]=1. The catalyst class is: 776. (5) Reactant: [CH:1]1([C:6]2[C:10]3[N:11]=[C:12]4[CH2:19][NH:18][CH2:17][CH2:16][N:13]4[C:14](=[O:15])[C:9]=3[NH:8][N:7]=2)[CH2:5][CH2:4][CH2:3][CH2:2]1.[CH3:20][O:21][C:22]1[CH:29]=[CH:28][C:25]([CH:26]=O)=[CH:24][CH:23]=1.C(O)(=O)C.C(O[BH-](OC(=O)C)OC(=O)C)(=O)C.[Na+].C(=O)(O)[O-].[Na+]. Product: [CH:1]1([C:6]2[C:10]3[N:11]=[C:12]4[CH2:19][N:18]([CH2:26][C:25]5[CH:28]=[CH:29][C:22]([O:21][CH3:20])=[CH:23][CH:24]=5)[CH2:17][CH2:16][N:13]4[C:14](=[O:15])[C:9]=3[NH:8][N:7]=2)[CH2:2][CH2:3][CH2:4][CH2:5]1. The catalyst class is: 4.